From a dataset of Full USPTO retrosynthesis dataset with 1.9M reactions from patents (1976-2016). Predict the reactants needed to synthesize the given product. (1) Given the product [CH2:1]([O:3][C:4](=[O:32])[N:5]([C:14]1[CH:19]=[C:18]([O:20][CH2:21][CH:22]2[CH2:27][CH2:26][O:25][CH2:24][CH2:23]2)[N:17]=[C:16]([NH2:28])[C:15]=1[NH2:29])[CH2:6][C:7]1[CH:8]=[N:9][C:10]([CH3:13])=[CH:11][CH:12]=1)[CH3:2], predict the reactants needed to synthesize it. The reactants are: [CH2:1]([O:3][C:4](=[O:32])[N:5]([C:14]1[CH:19]=[C:18]([O:20][CH2:21][CH:22]2[CH2:27][CH2:26][O:25][CH2:24][CH2:23]2)[N:17]=[C:16]([NH2:28])[C:15]=1[N+:29]([O-])=O)[CH2:6][C:7]1[CH:8]=[N:9][C:10]([CH3:13])=[CH:11][CH:12]=1)[CH3:2].[H][H]. (2) The reactants are: [CH:1]1[C:13]2[CH:12]([CH2:14][O:15][C:16]([NH:18][C@@H:19]([CH2:23][C:24]3[C:32]4[C:27](=[CH:28][CH:29]=[CH:30][CH:31]=4)[NH:26][CH:25]=3)[C:20]([OH:22])=[O:21])=[O:17])[C:11]3[C:6](=[CH:7][CH:8]=[CH:9][CH:10]=3)[C:5]=2[CH:4]=[CH:3][CH:2]=1.I[C:34]1[CH:39]=[CH:38][C:37]([O:40][CH3:41])=[CH:36][CH:35]=1. Given the product [CH:1]1[C:13]2[CH:12]([CH2:14][O:15][C:16]([NH:18][C@@H:19]([CH2:23][C:24]3[C:32]4[C:27](=[CH:28][CH:29]=[CH:30][CH:31]=4)[NH:26][C:25]=3[C:34]3[CH:39]=[CH:38][C:37]([O:40][CH3:41])=[CH:36][CH:35]=3)[C:20]([OH:22])=[O:21])=[O:17])[C:11]3[C:6](=[CH:7][CH:8]=[CH:9][CH:10]=3)[C:5]=2[CH:4]=[CH:3][CH:2]=1, predict the reactants needed to synthesize it. (3) Given the product [CH:12]1([NH:15][C:16]2[N:17]([CH3:18])[C:2]([C:3]3[CH:8]=[CH:7][N:6]=[CH:5][CH:4]=3)=[N:20][N:19]=2)[CH2:14][CH2:13]1, predict the reactants needed to synthesize it. The reactants are: Cl.[C:2](Cl)(=O)[C:3]1[CH:8]=[CH:7][N:6]=[CH:5][CH:4]=1.I.[CH:12]1([NH:15][C:16](=[N:19][NH2:20])[NH:17][CH3:18])[CH2:14][CH2:13]1.O.